This data is from Catalyst prediction with 721,799 reactions and 888 catalyst types from USPTO. The task is: Predict which catalyst facilitates the given reaction. (1) Product: [Cl:1][C:2]1[CH:3]=[C:4]([C@@H:8]2[C@@H:13]([C:14]3[CH:19]=[CH:18][C:17]([Cl:20])=[CH:16][N:15]=3)[N:12]([CH:23]([CH2:26][CH3:27])[CH2:24][CH3:25])[C:11](=[O:21])[CH2:10][CH2:9]2)[CH:5]=[CH:6][CH:7]=1. Reactant: [Cl:1][C:2]1[CH:3]=[C:4]([C@H:8]2[C@H:13]([C:14]3[CH:19]=[CH:18][C:17]([Cl:20])=[CH:16][N:15]=3)[NH:12][C:11](=[O:21])[CH2:10][CH2:9]2)[CH:5]=[CH:6][CH:7]=1.Br[CH:23]([CH2:26][CH3:27])[CH2:24][CH3:25].[H-].[Na+].C([O-])(O)=O.[Na+].[Na+].[Cl-]. The catalyst class is: 639. (2) Reactant: [CH3:1][O:2][CH:3]1[CH2:8][CH2:7][CH:6]([OH:9])[CH2:5][CH2:4]1.[Cr](Cl)([O-])(=O)=O.[NH+]1C=CC=CC=1. Product: [CH3:1][O:2][CH:3]1[CH2:8][CH2:7][C:6](=[O:9])[CH2:5][CH2:4]1. The catalyst class is: 2. (3) Reactant: [Cl:1][C:2]1[CH:3]=[CH:4][C:5]2[NH:16][C:15](=[O:17])[O:14][C:8]3([CH2:13][CH2:12][NH:11][CH2:10][CH2:9]3)[C:6]=2[CH:7]=1.Br[CH2:19][CH2:20][CH:21]=[C:22]1[C:28]2[CH:29]=[CH:30][CH:31]=[N:32][C:27]=2[CH2:26][O:25][C:24]2[CH:33]=[CH:34][C:35]([C:37]([OH:40])([CH3:39])[CH3:38])=[CH:36][C:23]1=2.[I-].[K+]. Product: [Cl:1][C:2]1[CH:3]=[CH:4][C:5]2[N:16]([CH2:19][CH2:20][CH:21]=[C:22]3[C:28]4[CH:29]=[CH:30][CH:31]=[N:32][C:27]=4[CH2:26][O:25][C:24]4[CH:33]=[CH:34][C:35]([C:37]([OH:40])([CH3:39])[CH3:38])=[CH:36][C:23]3=4)[C:15](=[O:17])[O:14][C:8]3([CH2:13][CH2:12][NH:11][CH2:10][CH2:9]3)[C:6]=2[CH:7]=1. The catalyst class is: 32.